This data is from Catalyst prediction with 721,799 reactions and 888 catalyst types from USPTO. The task is: Predict which catalyst facilitates the given reaction. (1) Reactant: [Br:1][C:2]1[CH:6]=[N:5][N:4]([CH3:7])[C:3]=1[NH:8][C:9]1[CH:14]=[CH:13][C:12](I)=[CH:11][CH:10]=1.[Cl:16][C:17]1[CH:18]=[CH:19][C:20]([CH3:26])=[C:21](B(O)O)[CH:22]=1.C(=O)([O-])[O-].[Cs+].[Cs+].COCCOC. Product: [Br:1][C:2]1[CH:6]=[N:5][N:4]([CH3:7])[C:3]=1[NH:8][C:9]1[CH:14]=[CH:13][C:12]([C:19]2[CH:18]=[C:17]([Cl:16])[CH:22]=[CH:21][C:20]=2[CH3:26])=[CH:11][CH:10]=1. The catalyst class is: 690. (2) Reactant: [C:1]1(=O)O[CH2:4][CH2:3][CH2:2]1.[Cl-].[NH4+].[NH2:9][CH2:10][C:11]([CH2:15][NH2:16])([CH2:13][NH2:14])[CH3:12]. Product: [NH2:9][CH2:10][C:11]1([CH3:12])[CH2:15][N:16]2[CH2:4][CH2:3][CH2:2][C:1]2=[N:14][CH2:13]1. The catalyst class is: 6. (3) The catalyst class is: 7. Reactant: [Cl:1][C:2]1[CH:3]=[C:4]2[C:8](=[CH:9][CH:10]=1)[N:7]([C:11]1[N:15]([CH3:16])[N:14]=[C:13]([CH3:17])[C:12]=1[CH2:18][CH2:19][OH:20])[CH:6]=[CH:5]2.O[N:22]1[C:26](=[O:27])[C:25]2=[CH:28][CH:29]=[CH:30][CH:31]=[C:24]2[C:23]1=[O:32].C1(P(C2C=CC=CC=2)C2C=CC=CC=2)C=CC=CC=1.N(C(OCC)=O)=NC(OCC)=O. Product: [Cl:1][C:2]1[CH:3]=[C:4]2[C:8](=[CH:9][CH:10]=1)[N:7]([C:11]1[N:15]([CH3:16])[N:14]=[C:13]([CH3:17])[C:12]=1[CH2:18][CH2:19][O:20][N:22]1[C:26](=[O:27])[C:25]3[C:24](=[CH:31][CH:30]=[CH:29][CH:28]=3)[C:23]1=[O:32])[CH:6]=[CH:5]2. (4) Reactant: [ClH:1].[CH3:2][N:3]([CH3:15])[CH2:4][CH2:5][CH2:6][C:7]1[CH:8]=[C:9]([NH2:14])[C:10]([CH3:13])=[N:11][CH:12]=1.C(#N)C.Cl.[Cl:20][C:21]([NH2:23])=[NH:22]. Product: [ClH:20].[ClH:1].[ClH:20].[CH3:15][N:3]([CH3:2])[CH2:4][CH2:5][CH2:6][C:7]1[CH:8]=[C:9]([NH:14][C:21]([NH2:23])=[NH:22])[C:10]([CH3:13])=[N:11][CH:12]=1. The catalyst class is: 15. (5) Reactant: [CH:1]1([CH:4]([C:11]2[C:16]([F:17])=[CH:15][N:14]=[C:13]([O:18][CH2:19][C:20]3[CH:25]=[CH:24][C:23]([C:26]4[CH:31]=[C:30]([O:32][CH3:33])[CH:29]=[CH:28][C:27]=4[F:34])=[C:22]([CH2:35][C:36]([CH3:39])([CH3:38])[CH3:37])[N:21]=3)[CH:12]=2)[CH2:5][C:6]([O:8]CC)=[O:7])[CH2:3][CH2:2]1.[OH-].[Na+].Cl. Product: [CH:1]1([CH:4]([C:11]2[C:16]([F:17])=[CH:15][N:14]=[C:13]([O:18][CH2:19][C:20]3[CH:25]=[CH:24][C:23]([C:26]4[CH:31]=[C:30]([O:32][CH3:33])[CH:29]=[CH:28][C:27]=4[F:34])=[C:22]([CH2:35][C:36]([CH3:39])([CH3:38])[CH3:37])[N:21]=3)[CH:12]=2)[CH2:5][C:6]([OH:8])=[O:7])[CH2:2][CH2:3]1. The catalyst class is: 36. (6) The catalyst class is: 11. Reactant: [C:1]([O:5][C:6]([N:8]1[CH2:13][CH2:12][C@H:11]([O:14][C:15]2[CH:20]=[CH:19][CH:18]=[C:17](Cl)[N:16]=2)[CH2:10][C@@H:9]1[CH3:22])=[O:7])([CH3:4])([CH3:3])[CH3:2].[C:23](=[NH:36])([C:30]1[CH:35]=[CH:34][CH:33]=[CH:32][CH:31]=1)[C:24]1[CH:29]=[CH:28][CH:27]=[CH:26][CH:25]=1.CC(C)([O-])C.[Na+]. Product: [C:1]([O:5][C:6]([N:8]1[CH2:13][CH2:12][C@H:11]([O:14][C:15]2[CH:20]=[CH:19][CH:18]=[C:17]([N:36]=[C:23]([C:24]3[CH:29]=[CH:28][CH:27]=[CH:26][CH:25]=3)[C:30]3[CH:35]=[CH:34][CH:33]=[CH:32][CH:31]=3)[N:16]=2)[CH2:10][C@@H:9]1[CH3:22])=[O:7])([CH3:4])([CH3:3])[CH3:2]. (7) Reactant: [CH2:1]1[C:7]2=[C:8]3[C:12](=[CH:13][CH:14]=[C:6]2[O:5][CH2:4][CH2:3][N:2]1C(OC(C)(C)C)=O)[NH:11][CH:10]=[CH:9]3.[H-].[Na+].CN(C=O)C.[CH3:29][C:30]1[CH:35]=[CH:34][C:33]([S:36](Cl)(=[O:38])=[O:37])=[CH:32][CH:31]=1. Product: [CH3:29][C:30]1[CH:35]=[CH:34][C:33]([S:36]([N:11]2[C:12]3[C:8](=[C:7]4[CH2:1][NH:2][CH2:3][CH2:4][O:5][C:6]4=[CH:14][CH:13]=3)[CH:9]=[CH:10]2)(=[O:38])=[O:37])=[CH:32][CH:31]=1. The catalyst class is: 547. (8) Reactant: Br[C:2]1[N:3]=[CH:4][O:5][C:6]=1[C:7]1[CH:12]=[CH:11][C:10]([C:13]([F:16])([F:15])[F:14])=[CH:9][CH:8]=1.[C:17]([Zn]C#N)#[N:18]. Product: [F:14][C:13]([F:16])([F:15])[C:10]1[CH:11]=[CH:12][C:7]([C:6]2[O:5][CH:4]=[N:3][C:2]=2[C:17]#[N:18])=[CH:8][CH:9]=1. The catalyst class is: 339. (9) Reactant: [Br:1][C:2]1[CH:3]=[C:4](/[CH:7]=[CH:8]/[C:9]([OH:11])=O)[S:5][CH:6]=1.C(N(CC)CC)C.[N-:19]=[N+:20]=[N-:21].[Na+]. Product: [Br:1][C:2]1[CH:3]=[C:4](/[CH:7]=[CH:8]/[C:9]([N:19]=[N+:20]=[N-:21])=[O:11])[S:5][CH:6]=1. The catalyst class is: 95. (10) Reactant: Cl.[NH2:2][CH2:3][C:4]1[CH:9]=[CH:8][C:7]([NH:10]/[C:11](=[C:18]2\[C:19](=[O:30])[NH:20][C:21]3[C:26]\2=[CH:25][C:24]([N+:27]([O-:29])=[O:28])=[CH:23][CH:22]=3)/[C:12]2[CH:17]=[CH:16][CH:15]=[CH:14][CH:13]=2)=[CH:6][CH:5]=1.[CH:31](=O)[CH:32]([CH3:34])[CH3:33].C([BH3-])#N.[Na+]. Product: [CH2:31]([NH:2][CH2:3][C:4]1[CH:5]=[CH:6][C:7]([NH:10]/[C:11](=[C:18]2\[C:19](=[O:30])[NH:20][C:21]3[C:26]\2=[CH:25][C:24]([N+:27]([O-:29])=[O:28])=[CH:23][CH:22]=3)/[C:12]2[CH:13]=[CH:14][CH:15]=[CH:16][CH:17]=2)=[CH:8][CH:9]=1)[CH:32]([CH3:34])[CH3:33]. The catalyst class is: 5.